This data is from Forward reaction prediction with 1.9M reactions from USPTO patents (1976-2016). The task is: Predict the product of the given reaction. Given the reactants [CH3:1][N:2]([C:12]1[CH:17]=[CH:16][N:15]=[CH:14][CH:13]=1)[CH2:3][CH2:4][N:5]1[CH2:10][CH2:9][NH:8][CH2:7][C:6]1=[O:11].[Cl:18][C:19]1[CH:20]=[CH:21][C:22]2[CH:26]=[C:25]([S:27](Cl)(=[O:29])=[O:28])[S:24][C:23]=2[CH:31]=1, predict the reaction product. The product is: [Cl:18][C:19]1[CH:20]=[CH:21][C:22]2[CH:26]=[C:25]([S:27]([N:8]3[CH2:9][CH2:10][N:5]([CH2:4][CH2:3][N:2]([CH3:1])[C:12]4[CH:13]=[CH:14][N:15]=[CH:16][CH:17]=4)[C:6](=[O:11])[CH2:7]3)(=[O:29])=[O:28])[S:24][C:23]=2[CH:31]=1.